Dataset: Full USPTO retrosynthesis dataset with 1.9M reactions from patents (1976-2016). Task: Predict the reactants needed to synthesize the given product. (1) Given the product [O:3]([Cl:7])[Cl:1].[S:2]1([O:6][O:9][O:5]1)(=[O:4])=[O:3], predict the reactants needed to synthesize it. The reactants are: [Cl-:1].[S:2]([O-:6])([O-:5])(=[O:4])=[O:3].[ClH:7].S(=O)(=O)(O)[OH:9]. (2) Given the product [CH3:1][O:2][C:3]1[CH:14]=[CH:13][C:6]([O:7][CH2:8][C:9]2[N:23]([CH2:22][CH2:21][C:15]3[CH:20]=[CH:19][CH:18]=[CH:17][CH:16]=3)[C:24](=[S:25])[NH:12][N:11]=2)=[CH:5][CH:4]=1, predict the reactants needed to synthesize it. The reactants are: [CH3:1][O:2][C:3]1[CH:14]=[CH:13][C:6]([O:7][CH2:8][C:9]([NH:11][NH2:12])=O)=[CH:5][CH:4]=1.[C:15]1([CH2:21][CH2:22][N:23]=[C:24]=[S:25])[CH:20]=[CH:19][CH:18]=[CH:17][CH:16]=1. (3) Given the product [CH3:13][O:14][C:15](=[O:16])[C:17]1[CH:22]=[CH:21][C:20]([C:2]2[CH:3]=[C:4]([C:11]#[N:12])[N:5]3[C:10]=2[CH:9]=[CH:8][CH:7]=[N:6]3)=[CH:19][CH:18]=1, predict the reactants needed to synthesize it. The reactants are: Br[C:2]1[CH:3]=[C:4]([C:11]#[N:12])[N:5]2[C:10]=1[CH:9]=[CH:8][CH:7]=[N:6]2.[CH3:13][O:14][C:15]([C:17]1[CH:22]=[CH:21][C:20](B(O)O)=[CH:19][CH:18]=1)=[O:16].C(=O)([O-])[O-].[Cs+].[Cs+]. (4) Given the product [C:9]1(=[C:6]([C:3]2[CH:4]=[CH:5][S:1][CH:2]=2)[C:7]#[N:8])[CH2:13][CH2:12][CH2:11][CH2:10]1, predict the reactants needed to synthesize it. The reactants are: [S:1]1[CH:5]=[CH:4][C:3]([CH2:6][C:7]#[N:8])=[CH:2]1.[C:9]1(=O)[CH2:13][CH2:12][CH2:11][CH2:10]1. (5) The reactants are: FC(F)(F)S(O[C:7]1[CH:12]=[CH:11][CH:10]=[C:9]([N:13]2[C:17]3[CH:18]=[CH:19][CH:20]=[C:21]([C:22]([F:25])([F:24])[F:23])[C:16]=3[N:15]=[C:14]2[CH3:26])[CH:8]=1)(=O)=O.[CH3:29][S:30]([C:33]1[CH:34]=[C:35](B(O)O)[CH:36]=[CH:37][CH:38]=1)(=[O:32])=[O:31].[O-]P([O-])([O-])=O.[K+].[K+].[K+]. Given the product [CH3:26][C:14]1[N:13]([C:9]2[CH:8]=[C:7]([C:37]3[CH:36]=[CH:35][CH:34]=[C:33]([S:30]([CH3:29])(=[O:32])=[O:31])[CH:38]=3)[CH:12]=[CH:11][CH:10]=2)[C:17]2[CH:18]=[CH:19][CH:20]=[C:21]([C:22]([F:24])([F:25])[F:23])[C:16]=2[N:15]=1, predict the reactants needed to synthesize it. (6) The reactants are: [Cl:1][C:2]1[C:3]([F:17])=[CH:4][C:5]([O:10][CH:11]2[CH2:16][CH2:15][O:14][CH2:13][CH2:12]2)=[C:6]([CH:9]=1)[CH:7]=O.[CH3:18][Si:19]([CH3:26])([CH3:25])N[Si:19]([CH3:26])([CH3:25])[CH3:18].C([Li])CCC.C[Si](Cl)(C)C.[CH2:37]([N:39](CC)CC)[CH3:38].C(Cl)(=[O:46])C. Given the product [Cl:1][C:2]1[C:3]([F:17])=[CH:4][C:5]([O:10][CH:11]2[CH2:16][CH2:15][O:14][CH2:13][CH2:12]2)=[C:6]([CH:7]=[N:39][C:37]([O:46][Si:19]([CH3:26])([CH3:25])[CH3:18])=[CH2:38])[CH:9]=1, predict the reactants needed to synthesize it.